From a dataset of Reaction yield outcomes from USPTO patents with 853,638 reactions. Predict the reaction yield, written as a fraction of the theoretical maximum amount of product (1.0 means a 100% yield; for example, 0.34 means a 34% yield). (1) The reactants are [NH2:1][C:2]1[C:11]([CH3:12])=[CH:10][CH:9]=[CH:8][C:3]=1[C:4]([O:6][CH3:7])=[O:5].C(OC(=O)C)(=O)C.C([O-])(=O)C.[K+].[N:25](OCCC(C)C)=O.C(Cl)(Cl)[Cl:34]. No catalyst specified. The product is [ClH:34].[NH:1]1[C:2]2[C:11](=[CH:10][CH:9]=[CH:8][C:3]=2[C:4]([O:6][CH3:7])=[O:5])[CH:12]=[N:25]1. The yield is 0.680. (2) The reactants are [C:1]([C:4]1[CH:5]=[C:6]([S:12]([N:15]2[CH2:19][CH2:18][S:17][CH:16]2[C:20]([O:22][C@H:23]([C:34]2[CH:39]=[CH:38][C:37]([O:40][CH:41]([F:43])[F:42])=[C:36]([O:44][CH2:45][CH:46]3[CH2:48][CH2:47]3)[CH:35]=2)[CH2:24][C:25]2[C:30]([Cl:31])=[CH:29][N+:28]([O-:32])=[CH:27][C:26]=2[Cl:33])=[O:21])(=[O:14])=[O:13])[CH:7]=[CH:8][C:9]=1[O:10][CH3:11])(O)=[O:2].C1N=[CH:52][N:51](C(N2C=NC=C2)=O)[CH:50]=1.CNC. The catalyst is CN(C=O)C.C1COCC1. The product is [Cl:31][C:30]1[CH:29]=[N+:28]([O-:32])[CH:27]=[C:26]([Cl:33])[C:25]=1[CH2:24][C@@H:23]([C:34]1[CH:39]=[CH:38][C:37]([O:40][CH:41]([F:42])[F:43])=[C:36]([O:44][CH2:45][CH:46]2[CH2:48][CH2:47]2)[CH:35]=1)[O:22][C:20]([CH:16]1[N:15]([S:12]([C:6]2[CH:7]=[CH:8][C:9]([O:10][CH3:11])=[C:4]([C:1](=[O:2])[N:51]([CH3:52])[CH3:50])[CH:5]=2)(=[O:14])=[O:13])[CH2:19][CH2:18][S:17]1)=[O:21]. The yield is 0.970. (3) The reactants are [NH2:1][C:2]1[CH:7]=[CH:6][CH:5]=[CH:4][N:3]=1.CCN=C=NCCCN(C)C.Cl.[F:20][C:21]([F:29])([F:28])[C:22]([F:27])([F:26])[C:23](O)=[O:24]. The catalyst is ClCCl.CN(C1C=CN=CC=1)C. The product is [F:26][C:22]([F:27])([C:21]([F:29])([F:28])[F:20])[C:23]([N:1]=[C:2]1[CH:7]=[CH:6][CH:5]=[CH:4][NH:3]1)=[O:24]. The yield is 0.110. (4) The reactants are Br[CH2:2][C:3]1[C:8]([CH3:9])=[N:7][C:6]([CH3:10])=[C:5]([CH3:11])[N:4]=1.[CH2:12]([O:14][C:15](=[O:27])/[CH:16]=[CH:17]/[C:18]1[CH:26]=[CH:25][C:23]([OH:24])=[C:20]([O:21][CH3:22])[CH:19]=1)[CH3:13].C(=O)([O-])[O-].[K+].[K+].CN(C=O)C. The catalyst is O. The product is [CH2:12]([O:14][C:15](=[O:27])/[CH:16]=[CH:17]/[C:18]1[CH:26]=[CH:25][C:23]([O:24][CH2:2][C:3]2[C:8]([CH3:9])=[N:7][C:6]([CH3:10])=[C:5]([CH3:11])[N:4]=2)=[C:20]([O:21][CH3:22])[CH:19]=1)[CH3:13]. The yield is 0.697. (5) The reactants are [CH3:1][O:2][C:3]([N:5]1[C:13]2[C:8](=[CH:9][CH:10]=[CH:11][CH:12]=2)[C:7](CC(OCC)=O)=[CH:6]1)=[O:4].[Li+].CC([N-]C(C)C)C.IC. The catalyst is C1COCC1. The product is [CH3:1][O:2][C:3]([N:5]1[C:13]2[C:8](=[CH:9][CH:10]=[CH:11][CH:12]=2)[CH:7]=[CH:6]1)=[O:4]. The yield is 0.190.